Dataset: NCI-60 drug combinations with 297,098 pairs across 59 cell lines. Task: Regression. Given two drug SMILES strings and cell line genomic features, predict the synergy score measuring deviation from expected non-interaction effect. (1) Drug 1: CC1=C(C=C(C=C1)NC2=NC=CC(=N2)N(C)C3=CC4=NN(C(=C4C=C3)C)C)S(=O)(=O)N.Cl. Drug 2: CC12CCC3C(C1CCC2=O)CC(=C)C4=CC(=O)C=CC34C. Cell line: MDA-MB-435. Synergy scores: CSS=9.48, Synergy_ZIP=1.82, Synergy_Bliss=4.39, Synergy_Loewe=-15.6, Synergy_HSA=1.43. (2) Drug 1: C1=C(C(=O)NC(=O)N1)F. Drug 2: CC1=C(C=C(C=C1)NC(=O)C2=CC=C(C=C2)CN3CCN(CC3)C)NC4=NC=CC(=N4)C5=CN=CC=C5. Cell line: HCC-2998. Synergy scores: CSS=21.8, Synergy_ZIP=-1.88, Synergy_Bliss=-5.64, Synergy_Loewe=-7.60, Synergy_HSA=-7.05. (3) Drug 1: CN1CCC(CC1)COC2=C(C=C3C(=C2)N=CN=C3NC4=C(C=C(C=C4)Br)F)OC. Cell line: SK-MEL-5. Synergy scores: CSS=17.6, Synergy_ZIP=5.43, Synergy_Bliss=5.66, Synergy_Loewe=-17.6, Synergy_HSA=1.26. Drug 2: CC1CCC2CC(C(=CC=CC=CC(CC(C(=O)C(C(C(=CC(C(=O)CC(OC(=O)C3CCCCN3C(=O)C(=O)C1(O2)O)C(C)CC4CCC(C(C4)OC)O)C)C)O)OC)C)C)C)OC. (4) Drug 1: CC1OCC2C(O1)C(C(C(O2)OC3C4COC(=O)C4C(C5=CC6=C(C=C35)OCO6)C7=CC(=C(C(=C7)OC)O)OC)O)O. Drug 2: C(CC(=O)O)C(=O)CN.Cl. Cell line: MCF7. Synergy scores: CSS=25.6, Synergy_ZIP=-9.07, Synergy_Bliss=-2.55, Synergy_Loewe=-18.9, Synergy_HSA=-2.45. (5) Drug 1: CCCCC(=O)OCC(=O)C1(CC(C2=C(C1)C(=C3C(=C2O)C(=O)C4=C(C3=O)C=CC=C4OC)O)OC5CC(C(C(O5)C)O)NC(=O)C(F)(F)F)O. Drug 2: CN(CC1=CN=C2C(=N1)C(=NC(=N2)N)N)C3=CC=C(C=C3)C(=O)NC(CCC(=O)O)C(=O)O. Cell line: ACHN. Synergy scores: CSS=47.0, Synergy_ZIP=-1.39, Synergy_Bliss=-4.18, Synergy_Loewe=-4.96, Synergy_HSA=-2.59. (6) Cell line: UACC-257. Drug 1: C1=CC(=CC=C1CCCC(=O)O)N(CCCl)CCCl. Drug 2: CN1C(=O)N2C=NC(=C2N=N1)C(=O)N. Synergy scores: CSS=8.67, Synergy_ZIP=3.61, Synergy_Bliss=4.56, Synergy_Loewe=-4.14, Synergy_HSA=0.0440. (7) Drug 1: CNC(=O)C1=NC=CC(=C1)OC2=CC=C(C=C2)NC(=O)NC3=CC(=C(C=C3)Cl)C(F)(F)F. Drug 2: C1C(C(OC1N2C=NC3=C2NC=NCC3O)CO)O. Cell line: SF-539. Synergy scores: CSS=7.97, Synergy_ZIP=-4.31, Synergy_Bliss=-4.25, Synergy_Loewe=-7.33, Synergy_HSA=-7.15. (8) Drug 1: CN(C)N=NC1=C(NC=N1)C(=O)N. Drug 2: C(CCl)NC(=O)N(CCCl)N=O. Cell line: EKVX. Synergy scores: CSS=-2.85, Synergy_ZIP=2.56, Synergy_Bliss=1.37, Synergy_Loewe=0.00764, Synergy_HSA=-2.16. (9) Cell line: SF-539. Drug 1: CC1=C2C(C(=O)C3(C(CC4C(C3C(C(C2(C)C)(CC1OC(=O)C(C(C5=CC=CC=C5)NC(=O)OC(C)(C)C)O)O)OC(=O)C6=CC=CC=C6)(CO4)OC(=O)C)OC)C)OC. Synergy scores: CSS=59.0, Synergy_ZIP=-12.8, Synergy_Bliss=-17.1, Synergy_Loewe=-10.8, Synergy_HSA=-8.06. Drug 2: C1=C(C(=O)NC(=O)N1)F. (10) Drug 1: CC1C(C(CC(O1)OC2CC(OC(C2O)C)OC3=CC4=CC5=C(C(=O)C(C(C5)C(C(=O)C(C(C)O)O)OC)OC6CC(C(C(O6)C)O)OC7CC(C(C(O7)C)O)OC8CC(C(C(O8)C)O)(C)O)C(=C4C(=C3C)O)O)O)O. Drug 2: C1CCC(C(C1)N)N.C(=O)(C(=O)[O-])[O-].[Pt+4]. Cell line: T-47D. Synergy scores: CSS=36.6, Synergy_ZIP=-5.71, Synergy_Bliss=0.160, Synergy_Loewe=-10.0, Synergy_HSA=-0.375.